From a dataset of Forward reaction prediction with 1.9M reactions from USPTO patents (1976-2016). Predict the product of the given reaction. (1) Given the reactants [C:1]([NH:18][CH2:19][CH2:20][C:21]([OH:23])=[O:22])([O:3][CH2:4][CH:5]1[C:17]2[C:12](=[CH:13][CH:14]=[CH:15][CH:16]=2)[C:11]2[C:6]1=[CH:7][CH:8]=[CH:9][CH:10]=2)=[O:2].C1C=CC2N(O)N=NC=2C=1.C(Cl)CCl.Cl.[CH2:39]([O:41][C:42](=[O:46])[CH2:43][CH2:44][NH2:45])[CH3:40].CCN(C(C)C)C(C)C, predict the reaction product. The product is: [C:1]([NH:18][CH2:19][CH2:20][C:21]([OH:23])=[O:22])([O:3][CH2:4][CH:5]1[C:6]2[C:11](=[CH:10][CH:9]=[CH:8][CH:7]=2)[C:12]2[C:17]1=[CH:16][CH:15]=[CH:14][CH:13]=2)=[O:2].[CH2:39]([O:41][C:42](=[O:46])[CH2:43][CH2:44][NH2:45])[CH3:40]. (2) Given the reactants [CH2:1]([O:3][C:4]([C:6]1([C:9]2[CH:14]=[CH:13][C:12]([C:15]3[CH:20]=[CH:19][C:18]([C:21]4[S:22][C:23]([F:29])=[CH:24][C:25]=4C(O)=O)=[CH:17][C:16]=3[O:30][CH3:31])=[CH:11][CH:10]=2)[CH2:8][CH2:7]1)=[O:5])[CH3:2].C([N:34]([CH2:37]C)CC)C.C1(P(N=[N+]=[N-])(C2C=CC=CC=2)=[O:46])C=CC=CC=1.[C:56]1([C@H:62]([OH:64])[CH3:63])[CH:61]=[CH:60][CH:59]=[CH:58][CH:57]=1, predict the reaction product. The product is: [CH2:1]([O:3][C:4]([C:6]1([C:9]2[CH:14]=[CH:13][C:12]([C:15]3[CH:20]=[CH:19][C:18]([C:21]4[S:22][C:23]([F:29])=[CH:24][C:25]=4[NH:34][C:37]([O:64][C@@H:62]([C:56]4[CH:61]=[CH:60][CH:59]=[CH:58][CH:57]=4)[CH3:63])=[O:46])=[CH:17][C:16]=3[O:30][CH3:31])=[CH:11][CH:10]=2)[CH2:7][CH2:8]1)=[O:5])[CH3:2]. (3) Given the reactants N[CH2:2][C@H:3]1[CH2:7][NH:6][C:5](=[O:8])[CH2:4]1.Cl[C:10]1[N:19]=[C:18]([C:20]2[CH:25]=[CH:24][C:23]([O:26][CH:27]3[CH2:32][CH2:31][O:30][CH2:29][CH2:28]3)=[C:22]([O:33][CH3:34])[CH:21]=2)[CH:17]=[C:16]2[C:11]=1[CH:12]=[CH:13][CH:14]=[N:15]2.CC(N(C)C)=[O:37], predict the reaction product. The product is: [CH3:34][O:33][C:22]1[CH:21]=[C:20]([C:18]2[CH:17]=[C:16]3[C:11]([CH:12]=[CH:13][CH:14]=[N:15]3)=[C:10]([O:37][CH2:2][C@H:3]3[CH2:7][NH:6][C:5](=[O:8])[CH2:4]3)[N:19]=2)[CH:25]=[CH:24][C:23]=1[O:26][CH:27]1[CH2:32][CH2:31][O:30][CH2:29][CH2:28]1.